From a dataset of Full USPTO retrosynthesis dataset with 1.9M reactions from patents (1976-2016). Predict the reactants needed to synthesize the given product. (1) Given the product [CH3:31][O:27][C:1](=[O:25])[CH2:3][O:4][C:5]1[CH:6]=[C:7]2[C:12](=[CH:13][CH:14]=1)[N:11]=[CH:10][CH:9]=[C:8]2[S:15][C:16]1([C:20]([OH:22])=[O:21])[CH2:19][CH2:18][CH2:17]1, predict the reactants needed to synthesize it. The reactants are: [C:1]([CH2:3][O:4][C:5]1[CH:6]=[C:7]2[C:12](=[CH:13][CH:14]=1)[N:11]=[CH:10][CH:9]=[C:8]2[S:15][C:16]1([C:20]([O:22]CC)=[O:21])[CH2:19][CH2:18][CH2:17]1)#N.[OH-:25].[Na+].[O:27]1[CH2:31]CCC1. (2) Given the product [CH3:37][C@@H:36]1[CH2:35][CH2:34][CH2:33][N:32]([C:38]([C:40]2[CH:45]=[C:44]([CH3:46])[CH:43]=[CH:42][C:41]=2[N:47]2[N:51]=[CH:50][CH:49]=[N:48]2)=[O:39])[C@@H:31]1[CH2:30][NH:29][C:24]1[N:23]=[CH:22][C:21]2[C:26](=[CH:27][CH:28]=[C:19]([CH3:1])[CH:20]=2)[N:25]=1, predict the reactants needed to synthesize it. The reactants are: [CH3:1]C1C=CC(C2C=NN(C)C=2)=C(C=1)C(OC)=O.Br[C:19]1[CH:20]=[C:21]2[C:26](=[CH:27][CH:28]=1)[N:25]=[C:24]([NH:29][CH2:30][C@@H:31]1[C@H:36]([CH3:37])[CH2:35][CH2:34][CH2:33][N:32]1[C:38]([C:40]1[CH:45]=[C:44]([CH3:46])[CH:43]=[CH:42][C:41]=1[N:47]1[N:51]=[CH:50][CH:49]=[N:48]1)=[O:39])[N:23]=[CH:22]2.CB1OB(C)OB(C)O1. (3) Given the product [C:6]([C:20]1[CH:29]=[CH:28][CH:27]=[C:26]2[C:21]=1[CH2:22][C:23]([CH3:41])([CH3:40])[N:24]=[C:25]2[C:30]1[CH:31]=[N:32][C:33]2[C:38]([CH:39]=1)=[CH:37][CH:36]=[CH:35][CH:34]=2)(=[O:8])[CH3:7], predict the reactants needed to synthesize it. The reactants are: C([Sn](CCCC)(CCCC)[C:6]([O:8]CC)=[CH2:7])CCC.Br[C:20]1[CH:29]=[CH:28][CH:27]=[C:26]2[C:21]=1[CH2:22][C:23]([CH3:41])([CH3:40])[N:24]=[C:25]2[C:30]1[CH:31]=[N:32][C:33]2[C:38]([CH:39]=1)=[CH:37][CH:36]=[CH:35][CH:34]=2.Cl.O.[NH4+]. (4) Given the product [CH2:8]([N:10]([CH2:18][CH:19]=[CH:20][C:21]1[CH:22]=[CH:23][CH:24]=[CH:25][CH:26]=1)[CH2:11][CH2:12][C:13]([OH:15])([CH2:3][CH2:4][CH2:5][CH2:6][CH3:7])[CH2:3][CH2:4][CH2:5][CH2:6][CH3:7])[CH3:9], predict the reactants needed to synthesize it. The reactants are: [Mg].Br[CH2:3][CH2:4][CH2:5][CH2:6][CH3:7].[CH2:8]([N:10]([CH2:18][CH:19]=[CH:20][C:21]1[CH:26]=[CH:25][CH:24]=[CH:23][CH:22]=1)[CH2:11][CH2:12][C:13]([O:15]CC)=O)[CH3:9].[Cl-].[NH4+]. (5) Given the product [C:1]([C:5]1[CH:10]=[CH:9][C:8]2[NH:11][C:13]([CH2:14][CH2:15][CH2:16][CH2:17][OH:18])=[N:12][C:7]=2[CH:6]=1)([CH3:4])([CH3:2])[CH3:3], predict the reactants needed to synthesize it. The reactants are: [C:1]([C:5]1[CH:6]=[C:7]([NH2:12])[C:8]([NH2:11])=[CH:9][CH:10]=1)([CH3:4])([CH3:3])[CH3:2].[C:13]1(=O)[O:18][CH2:17][CH2:16][CH2:15][CH2:14]1.C([O-])([O-])=O.[Na+].[Na+].CCOC(C)=O. (6) Given the product [CH3:26][O:27][C:28]([CH:30]1[CH2:37][CH:36]2[N:38]([CH2:39][C:40]([O:42][CH3:43])=[O:41])[CH:32]([CH2:33][CH:34]([O:11][C:10]([C:3]3[C:4]4[C:9](=[CH:8][CH:7]=[CH:6][CH:5]=4)[NH:1][CH:2]=3)=[O:12])[CH2:35]2)[CH2:31]1)=[O:29], predict the reactants needed to synthesize it. The reactants are: [NH:1]1[C:9]2[C:4](=[CH:5][CH:6]=[CH:7][CH:8]=2)[C:3]([C:10]([OH:12])=[O:11])=[CH:2]1.FC(F)(F)C(OC(=O)C(F)(F)F)=O.[CH3:26][O:27][C:28]([CH:30]1[CH2:37][CH:36]2[N:38]([CH2:39][C:40]([O:42][CH3:43])=[O:41])[CH:32]([CH2:33][CH:34](O)[CH2:35]2)[CH2:31]1)=[O:29].ClCCl.CO.N.[Mn]([O-])(=O)(=O)=O.[K+].C(=O)(O)[O-].[Na+]. (7) Given the product [Cl:1][C:2]1[N:7]=[CH:6][C:5]([C:8]2([C:12]([NH:18][CH3:15])=[O:14])[CH2:11][CH2:10][CH2:9]2)=[CH:4][CH:3]=1, predict the reactants needed to synthesize it. The reactants are: [Cl:1][C:2]1[N:7]=[CH:6][C:5]([C:8]2([C:12]([OH:14])=O)[CH2:11][CH2:10][CH2:9]2)=[CH:4][CH:3]=1.[CH:15]([N:18](CC)C(C)C)(C)C.Cl.CN.CN.CO.C(=O)([O-])O.[Na+]. (8) Given the product [Cl:1][C:2]1[N:7]=[CH:6][C:5]([O:8][C:16]2[CH:25]=[C:24]([F:26])[CH:23]=[CH:22][C:17]=2[C:18]([O:20][CH3:21])=[O:19])=[CH:4][CH:3]=1, predict the reactants needed to synthesize it. The reactants are: [Cl:1][C:2]1[N:7]=[CH:6][C:5]([OH:8])=[CH:4][CH:3]=1.CC(C)([O-])C.[K+].F[C:16]1[CH:25]=[C:24]([F:26])[CH:23]=[CH:22][C:17]=1[C:18]([O:20][CH3:21])=[O:19]. (9) The reactants are: [Si:1]([O:8][C@H:9]1[CH2:18][C:17]([CH3:20])([CH3:19])[CH2:16][C:15]2[N:14]=[C:13]([CH:21]([CH3:23])[CH3:22])[C:12]([C:24]([C:26]3[CH:27]=[N:28][C:29]([C:32]([F:35])([F:34])[F:33])=[CH:30][CH:31]=3)=[O:25])=[C:11]([I:36])[C:10]1=2)([C:4]([CH3:7])([CH3:6])[CH3:5])([CH3:3])[CH3:2].[H-].[Al+3].[Li+].[H-].[H-].[H-]. Given the product [Si:1]([O:8][C@H:9]1[CH2:18][C:17]([CH3:19])([CH3:20])[CH2:16][C:15]2[N:14]=[C:13]([CH:21]([CH3:23])[CH3:22])[C:12]([C@@H:24]([C:26]3[CH:27]=[N:28][C:29]([C:32]([F:33])([F:34])[F:35])=[CH:30][CH:31]=3)[OH:25])=[C:11]([I:36])[C:10]1=2)([C:4]([CH3:6])([CH3:7])[CH3:5])([CH3:2])[CH3:3], predict the reactants needed to synthesize it.